This data is from Reaction yield outcomes from USPTO patents with 853,638 reactions. The task is: Predict the reaction yield, written as a fraction of the theoretical maximum amount of product (1.0 means a 100% yield; for example, 0.34 means a 34% yield). (1) The reactants are [C:1]([C:5]1[CH:6]=[C:7]([CH:9]=[CH:10][CH:11]=1)[NH2:8])([CH3:4])([CH3:3])[CH3:2].[CH2:12]([O:14][C:15]([CH:17]1[CH2:22][CH2:21][N:20]([C:23]2[CH:28]=[CH:27][C:26]([C:29](O)=[O:30])=[CH:25][CH:24]=2)[CH2:19][CH2:18]1)=[O:16])[CH3:13].CCN=C=NCCCN(C)C. The catalyst is C(Cl)Cl. The product is [CH2:12]([O:14][C:15]([CH:17]1[CH2:18][CH2:19][N:20]([C:23]2[CH:24]=[CH:25][C:26]([C:29](=[O:30])[NH:8][C:7]3[CH:9]=[CH:10][CH:11]=[C:5]([C:1]([CH3:4])([CH3:2])[CH3:3])[CH:6]=3)=[CH:27][CH:28]=2)[CH2:21][CH2:22]1)=[O:16])[CH3:13]. The yield is 0.210. (2) The reactants are B.CSC.[C:5]([O:9][C:10]([N:12]1[CH2:18][CH2:17][C:16]2[C:19]([C:24]#[N:25])=[C:20]([Cl:23])[CH:21]=[CH:22][C:15]=2[CH2:14][CH2:13]1)=[O:11])([CH3:8])([CH3:7])[CH3:6]. The catalyst is C1COCC1. The product is [NH2:25][CH2:24][C:19]1[C:16]2[CH2:17][CH2:18][N:12]([C:10]([O:9][C:5]([CH3:7])([CH3:6])[CH3:8])=[O:11])[CH2:13][CH2:14][C:15]=2[CH:22]=[CH:21][C:20]=1[Cl:23]. The yield is 0.810. (3) The product is [S:1]1[C:5]2[CH:6]=[CH:7][CH:8]=[CH:9][C:4]=2[C:3]([C:10]2[CH:19]=[C:18]3[C:13]([N:14]=[CH:15][CH:16]=[N:17]3)=[C:12]([C:20]([NH:22][CH2:23][C:24]([OH:26])=[O:25])=[O:21])[C:11]=2[OH:29])=[CH:2]1. The yield is 0.499. The reactants are [S:1]1[C:5]2[CH:6]=[CH:7][CH:8]=[CH:9][C:4]=2[C:3]([C:10]2[CH:19]=[C:18]3[C:13]([N:14]=[CH:15][CH:16]=[N:17]3)=[C:12]([C:20]([NH:22][CH2:23][C:24]([O:26]CC)=[O:25])=[O:21])[C:11]=2[OH:29])=[CH:2]1.[OH-].[Na+]. The catalyst is C(O)C. (4) The reactants are C([N:8]1[CH2:12][CH2:11][C:10]([NH:14][C:15](=[O:21])[O:16][C:17]([CH3:20])([CH3:19])[CH3:18])([CH3:13])[CH2:9]1)C1C=CC=CC=1. The catalyst is CCO.[Pd]. The product is [CH3:13][C:10]1([NH:14][C:15](=[O:21])[O:16][C:17]([CH3:20])([CH3:19])[CH3:18])[CH2:11][CH2:12][NH:8][CH2:9]1. The yield is 0.730.